Dataset: Peptide-MHC class I binding affinity with 185,985 pairs from IEDB/IMGT. Task: Regression. Given a peptide amino acid sequence and an MHC pseudo amino acid sequence, predict their binding affinity value. This is MHC class I binding data. The peptide sequence is FMYTKHSML. The MHC is HLA-A02:03 with pseudo-sequence HLA-A02:03. The binding affinity (normalized) is 1.00.